From a dataset of Full USPTO retrosynthesis dataset with 1.9M reactions from patents (1976-2016). Predict the reactants needed to synthesize the given product. (1) Given the product [Br-:9].[Cl-:10].[CH3:28][N+:15]([CH2:14][CH2:13][CH2:12][CH2:11][NH2+:8][CH:4]([CH2:5][CH:6]=[CH2:7])[CH2:1][CH:2]=[CH2:3])([CH3:29])[CH2:16][CH2:17][CH2:18][CH2:19][CH2:20][CH2:21][CH2:22][CH2:23][CH2:24][CH2:25][CH2:26][CH3:27], predict the reactants needed to synthesize it. The reactants are: [CH2:1]([CH:4]([NH2:8])[CH2:5][CH:6]=[CH2:7])[CH:2]=[CH2:3].[Br-:9].[Cl:10][CH2:11][CH2:12][CH2:13][CH2:14][N+:15]([CH3:29])([CH3:28])[CH2:16][CH2:17][CH2:18][CH2:19][CH2:20][CH2:21][CH2:22][CH2:23][CH2:24][CH2:25][CH2:26][CH3:27]. (2) The reactants are: O[CH2:2][C@@H:3]1[CH2:7][CH2:6][CH2:5][N:4]1[C:8]([C:10]1[CH:15]=[CH:14][C:13]([C:16]2[CH:21]=[CH:20][C:19]([C:22]([F:25])([F:24])[F:23])=[CH:18][CH:17]=2)=[CH:12][CH:11]=1)=[O:9].[CH2:26]([C@@H:28]1[CH2:32][CH2:31][CH2:30][NH:29]1)[CH3:27]. Given the product [CH2:26]([C@@H:28]1[CH2:32][CH2:31][CH2:30][N:29]1[CH2:2][C@@H:3]1[CH2:7][CH2:6][CH2:5][N:4]1[C:8]([C:10]1[CH:15]=[CH:14][C:13]([C:16]2[CH:21]=[CH:20][C:19]([C:22]([F:25])([F:24])[F:23])=[CH:18][CH:17]=2)=[CH:12][CH:11]=1)=[O:9])[CH3:27], predict the reactants needed to synthesize it. (3) Given the product [NH2:16][CH2:15][C:10]1[CH:11]=[CH:12][CH:13]=[CH:14][C:9]=1[CH2:8][NH:7][C:6](=[O:5])[CH3:18], predict the reactants needed to synthesize it. The reactants are: C([O:5][C:6](=O)[NH:7][CH2:8][C:9]1[CH:14]=[CH:13][CH:12]=[CH:11][C:10]=1[CH2:15][NH2:16])(C)(C)C.[CH2:18](N(CC)CC)C.Cl.O1CCOCC1. (4) Given the product [Br:19][C:20]1[CH:21]=[C:22]2[CH:28]=[CH:27][NH:26][C:23]2=[N:24][CH:25]=1, predict the reactants needed to synthesize it. The reactants are: [F-].C([N+](CCCC)(CCCC)CCCC)CCC.[Br:19][C:20]1[CH:21]=[C:22]2[CH:28]=[CH:27][N:26]([Si](C(C)(C)C)(C)C)[C:23]2=[N:24][CH:25]=1. (5) Given the product [Br:1][C:2]1[CH:3]=[C:4]([NH:13][CH:14]([C:15]2[CH:20]=[CH:19][CH:18]=[CH:17][CH:16]=2)[CH:23]=[CH2:24])[C:5]2[N:9]=[C:8]([CH3:10])[N:7]([CH3:11])[C:6]=2[CH:12]=1, predict the reactants needed to synthesize it. The reactants are: [Br:1][C:2]1[CH:3]=[C:4]([NH2:13])[C:5]2[N:9]=[C:8]([CH3:10])[N:7]([CH3:11])[C:6]=2[CH:12]=1.[CH:14](=O)[C:15]1[CH:20]=[CH:19][CH:18]=[CH:17][CH:16]=1.O.[C:23]1(C)C=CC(S(O)(=O)=O)=C[CH:24]=1.C([Mg]Br)=C.[Cl-].[NH4+]. (6) Given the product [Cl:1][C:2]1[CH:7]=[CH:6][N:5]=[C:4]([N:8]2[CH2:19][CH2:18][N:17]3[C:10](=[CH:11][C:12]4[CH2:13][C:14]([CH3:21])([CH3:20])[CH2:15][C:16]=43)[C:9]2=[O:22])[C:3]=1[CH2:23][OH:24], predict the reactants needed to synthesize it. The reactants are: [Cl:1][C:2]1[CH:7]=[CH:6][N:5]=[C:4]([N:8]2[CH2:19][CH2:18][N:17]3[C:10](=[CH:11][C:12]4[CH2:13][C:14]([CH3:21])([CH3:20])[CH2:15][C:16]=43)[C:9]2=[O:22])[C:3]=1[CH:23]=[O:24].CO.[BH4-].[Na+].